From a dataset of Full USPTO retrosynthesis dataset with 1.9M reactions from patents (1976-2016). Predict the reactants needed to synthesize the given product. (1) Given the product [C:11](=[O:15])([O:12][CH2:13][CH3:14])[O:4][CH2:1][CH:2]=[CH2:3], predict the reactants needed to synthesize it. The reactants are: [CH2:1]([OH:4])[CH:2]=[CH2:3].N1C=CC=CC=1.[C:11](Cl)(=[O:15])[O:12][CH2:13][CH3:14].Cl. (2) Given the product [C:49]1(/[CH:48]=[CH:31]\[C:32]([O:34][CH3:35])=[O:33])[CH:54]=[CH:53][CH:52]=[CH:51][CH:50]=1, predict the reactants needed to synthesize it. The reactants are: C1OCCOCCOCCOCCOCCOC1.FC(F)(F)COP([CH2:31][C:32]([O:34][CH3:35])=[O:33])(OCC(F)(F)F)=O.C[Si]([N-][Si](C)(C)C)(C)C.[K+].[CH:48](=O)[C:49]1[CH:54]=[CH:53][CH:52]=[CH:51][CH:50]=1. (3) The reactants are: [OH:1][C:2]1[CH:3]=[C:4]([C:8]2[CH:13]=[CH:12][C:11]([CH:14]=[C:15]3[S:19][C:18](=[O:20])[NH:17][C:16]3=[O:21])=[CH:10][CH:9]=2)[CH:5]=[CH:6][CH:7]=1. Given the product [OH:1][C:2]1[CH:3]=[C:4]([C:8]2[CH:9]=[CH:10][C:11]([CH2:14][CH:15]3[S:19][C:18](=[O:20])[NH:17][C:16]3=[O:21])=[CH:12][CH:13]=2)[CH:5]=[CH:6][CH:7]=1, predict the reactants needed to synthesize it. (4) Given the product [Cl:1][C:2]1[CH:26]=[CH:25][C:24]([Cl:27])=[CH:23][C:3]=1[O:4][C:5]1[C:6]([C:11]([NH:33][C:32]2[CH:34]=[C:35]([F:36])[C:29]([F:28])=[CH:30][C:31]=2[O:37][CH3:38])=[O:12])=[CH:7][N:8]=[CH:9][CH:10]=1, predict the reactants needed to synthesize it. The reactants are: [Cl:1][C:2]1[CH:26]=[CH:25][C:24]([Cl:27])=[CH:23][C:3]=1[O:4][C:5]1[CH:10]=[CH:9][N:8]=[CH:7][C:6]=1[C:11](N1C2C(=CC=CC=2)CCC1)=[O:12].[F:28][C:29]1[C:35]([F:36])=[CH:34][C:32]([NH2:33])=[C:31]([O:37][CH3:38])[CH:30]=1. (5) Given the product [CH3:25][O:26][C:27]1[CH:28]=[CH:29][C:30]([CH2:31][NH:32][C:33]([C:35]2[S:46][C:38]3[N:39]([CH3:45])[C:40](=[O:44])[N:41]([CH2:6][CH:5]4[CH2:22][CH2:23][CH2:24][CH2:3][CH2:4]4)[C:42](=[O:43])[C:37]=3[CH:36]=2)=[O:34])=[CH:47][CH:48]=1, predict the reactants needed to synthesize it. The reactants are: CO[C:3]1[CH:4]=[C:5]([CH:22]=[CH:23][CH:24]=1)[CH2:6]NC(C1SC2N(C)C(=O)NC(=O)C=2C=1)=O.[CH3:25][O:26][C:27]1[CH:48]=[CH:47][C:30]([CH2:31][NH:32][C:33]([C:35]2[S:46][C:38]3[N:39]([CH3:45])[C:40](=[O:44])[NH:41][C:42](=[O:43])[C:37]=3[CH:36]=2)=[O:34])=[CH:29][CH:28]=1. (6) Given the product [Cl:1][C:2]1[CH:8]=[C:6]([NH2:7])[C:5]([NH2:9])=[CH:4][C:3]=1[I:12], predict the reactants needed to synthesize it. The reactants are: [Cl:1][C:2]1[C:3]([I:12])=[CH:4][C:5]([N+:9]([O-])=O)=[C:6]([CH:8]=1)[NH2:7].[Cl-].[NH4+]. (7) Given the product [Cl:1][C:2]1[CH:3]=[CH:4][C:5]([CH:8]([C:20]2[CH:25]=[CH:24][C:23]([Cl:26])=[CH:22][CH:21]=2)[C:9]2[CH:10]=[C:11]3[C:16](=[CH:17][CH:18]=2)[N:15]=[N:14][CH:13]=[C:12]3[NH:28][CH2:29][CH2:30][C:31]2[CH:40]=[CH:39][C:34]([C:35]([O:37][CH3:38])=[O:36])=[CH:33][CH:32]=2)=[CH:6][CH:7]=1, predict the reactants needed to synthesize it. The reactants are: [Cl:1][C:2]1[CH:7]=[CH:6][C:5]([CH:8]([C:20]2[CH:25]=[CH:24][C:23]([Cl:26])=[CH:22][CH:21]=2)[C:9]2[CH:10]=[C:11]3[C:16](=[CH:17][CH:18]=2)[N:15]=[N:14][CH:13]=[C:12]3Cl)=[CH:4][CH:3]=1.Cl.[NH2:28][CH2:29][CH2:30][C:31]1[CH:40]=[CH:39][C:34]([C:35]([O:37][CH3:38])=[O:36])=[CH:33][CH:32]=1.CC1(C)C2C(=C(P(C3C=CC=CC=3)C3C=CC=CC=3)C=CC=2)OC2C(P(C3C=CC=CC=3)C3C=CC=CC=3)=CC=CC1=2. (8) The reactants are: C(OC([N:8]1[CH2:13][CH2:12][CH2:11][C:10](=[CH:14][CH3:15])[CH2:9]1)=O)(C)(C)C.[ClH:16].O1CCOCC1. Given the product [ClH:16].[CH:14](=[C:10]1[CH2:11][CH2:12][CH2:13][NH:8][CH2:9]1)[CH3:15], predict the reactants needed to synthesize it.